This data is from Cav3 T-type calcium channel HTS with 100,875 compounds. The task is: Binary Classification. Given a drug SMILES string, predict its activity (active/inactive) in a high-throughput screening assay against a specified biological target. (1) The result is 0 (inactive). The compound is Clc1ccc(c2nc(NC(=O)C(C)C)c(c(n2)C)C(=O)C)cc1. (2) The drug is O(c1ccc(Nc2ncc(c3c2cccc3)C(O)=O)cc1)C. The result is 0 (inactive). (3) The compound is S(=O)(=O)(Nc1noc(c1)C)c1ccc(cc1)c1ccccc1. The result is 0 (inactive). (4) The molecule is S(CC(=O)N1CCN(CC1)C(OCC)=O)c1nc2n([nH]cc2c(=O)n1)c1ccccc1. The result is 0 (inactive).